Dataset: Full USPTO retrosynthesis dataset with 1.9M reactions from patents (1976-2016). Task: Predict the reactants needed to synthesize the given product. (1) Given the product [CH3:10][N:11]([CH3:26])[C:12]1[CH:21]=[CH:20][CH:19]=[C:18]2[C:13]=1[CH:14]=[CH:15][CH:16]=[C:17]2[S:22]([NH:1][CH2:2][CH2:3][CH2:4][CH2:5][CH2:6][C:7]([OH:9])=[O:8])(=[O:24])=[O:23], predict the reactants needed to synthesize it. The reactants are: [NH2:1][CH2:2][CH2:3][CH2:4][CH2:5][CH2:6][C:7]([OH:9])=[O:8].[CH3:10][N:11]([CH3:26])[C:12]1[CH:21]=[CH:20][CH:19]=[C:18]2[C:13]=1[CH:14]=[CH:15][CH:16]=[C:17]2[S:22](Cl)(=[O:24])=[O:23].Cl. (2) Given the product [CH:11]1([N:8]2[C:6]3[N:7]=[C:2]([NH:17][CH:18]([C:22]4[CH:23]=[CH:24][C:25]([O:28][CH3:29])=[CH:26][CH:27]=4)[CH2:19][CH2:20][OH:21])[NH:3][C:4](=[O:16])[C:5]=3[CH:10]=[N:9]2)[CH2:15][CH2:14][CH2:13][CH2:12]1, predict the reactants needed to synthesize it. The reactants are: Cl[C:2]1[NH:3][C:4](=[O:16])[C:5]2[CH:10]=[N:9][N:8]([CH:11]3[CH2:15][CH2:14][CH2:13][CH2:12]3)[C:6]=2[N:7]=1.[NH2:17][CH:18]([C:22]1[CH:27]=[CH:26][C:25]([O:28][CH3:29])=[CH:24][CH:23]=1)[CH2:19][CH2:20][OH:21].CCN(C(C)C)C(C)C. (3) Given the product [CH3:1][C:2]1[N:7]=[CH:6][C:5]([C:8]([OH:10])=[O:9])=[CH:4][N:3]=1, predict the reactants needed to synthesize it. The reactants are: [CH3:1][C:2]1[N:7]=[CH:6][C:5]([C:8]([O:10]CC)=[O:9])=[CH:4][N:3]=1.[OH-].[Na+]. (4) Given the product [Cl:1][C:2]1[CH:3]=[CH:4][C:5]([C:8]2[N:12]([C:13]3[CH:18]=[CH:17][C:16]([Cl:19])=[CH:15][C:14]=3[Cl:20])[N:11]=[C:10]([C:21]([NH:29][NH2:30])=[O:23])[C:9]=2[S:26][CH3:27])=[CH:6][CH:7]=1, predict the reactants needed to synthesize it. The reactants are: [Cl:1][C:2]1[CH:7]=[CH:6][C:5]([C:8]2[N:12]([C:13]3[CH:18]=[CH:17][C:16]([Cl:19])=[CH:15][C:14]=3[Cl:20])[N:11]=[C:10]([C:21]([O:23]CC)=O)[C:9]=2[S:26][CH3:27])=[CH:4][CH:3]=1.O.[NH2:29][NH2:30]. (5) Given the product [ClH:1].[NH2:43][CH:17]([C:18]1[C:23](=[O:24])[NH:22][CH2:21][CH2:20][C:19]=1[NH:32][C:33]1[CH:38]=[CH:37][CH:36]=[C:35]([C:39]([F:42])([F:40])[F:41])[CH:34]=1)[C:10]1[CH:11]=[CH:12][C:13]([C:15]#[N:16])=[CH:14][C:9]=1[Br:8], predict the reactants needed to synthesize it. The reactants are: [ClH:1].O1CCOCC1.[Br:8][C:9]1[CH:14]=[C:13]([C:15]#[N:16])[CH:12]=[CH:11][C:10]=1[CH:17]([NH:43]C(OC(C)(C)C)=O)[C:18]1[C:23](=[O:24])[N:22](C(OC(C)(C)C)=O)[CH2:21][CH2:20][C:19]=1[NH:32][C:33]1[CH:38]=[CH:37][CH:36]=[C:35]([C:39]([F:42])([F:41])[F:40])[CH:34]=1. (6) Given the product [F:19][C:20]1[CH:25]=[CH:24][CH:23]=[CH:22][C:21]=1[CH2:26][O:1][C:2]1[CH:3]=[C:4]([CH2:8][NH:9][C:10](=[O:18])[C:11]2[CH:16]=[CH:15][CH:14]=[N:13][C:12]=2[NH2:17])[CH:5]=[CH:6][CH:7]=1, predict the reactants needed to synthesize it. The reactants are: [OH:1][C:2]1[CH:3]=[C:4]([CH2:8][NH:9][C:10](=[O:18])[C:11]2[CH:16]=[CH:15][CH:14]=[N:13][C:12]=2[NH2:17])[CH:5]=[CH:6][CH:7]=1.[F:19][C:20]1[CH:25]=[CH:24][CH:23]=[CH:22][C:21]=1[CH2:26]Cl.C(=O)([O-])[O-].[Cs+].[Cs+].CN(C=O)C. (7) The reactants are: [C:1]([N:4]1[CH2:9][CH2:8][CH:7]([NH:10][C:11]([N:13]2[CH2:18][CH2:17][C@@H:16]([N:19]([C:21]([C:23]3[CH:28]=[CH:27][C:26]([Cl:29])=[CH:25][CH:24]=3)=[O:22])[CH3:20])[C@H:15]([C:30]3[CH:35]=[CH:34][C:33]([Cl:36])=[C:32]([Cl:37])[CH:31]=3)[CH2:14]2)=[O:12])[CH2:6][CH2:5]1)(=[O:3])[CH3:2].[CH3:38]C(C)([O-])C.[Na+].CI.O. Given the product [C:1]([N:4]1[CH2:5][CH2:6][CH:7]([N:10]([CH3:38])[C:11]([N:13]2[CH2:18][CH2:17][C@@H:16]([N:19]([C:21]([C:23]3[CH:28]=[CH:27][C:26]([Cl:29])=[CH:25][CH:24]=3)=[O:22])[CH3:20])[C@H:15]([C:30]3[CH:35]=[CH:34][C:33]([Cl:36])=[C:32]([Cl:37])[CH:31]=3)[CH2:14]2)=[O:12])[CH2:8][CH2:9]1)(=[O:3])[CH3:2], predict the reactants needed to synthesize it.